Dataset: Catalyst prediction with 721,799 reactions and 888 catalyst types from USPTO. Task: Predict which catalyst facilitates the given reaction. The catalyst class is: 3. Product: [NH2:34][C@H:39]([C:38]([OH:32])=[O:37])[CH2:45][SH:46].[OH:8][C:40]([CH2:41][CH2:42][CH2:43][CH2:44][C@H:45]1[C@@H:53]2[C@@H:48]([NH:49][C:50]([NH:52]2)=[O:51])[CH2:47][S:46]1)=[O:54]. Reactant: CN(C([O:8]N1N=NC2C=CC=CC1=2)=[N+](C)C)C.[B-](F)(F)(F)F.C1C=CC2N([OH:32])N=NC=2C=1.C[N:34]1[CH2:39][CH2:38][O:37]CC1.[C:40](NCCN)(=[O:54])[CH2:41][CH2:42][CH2:43][CH2:44][C@H:45]1[C@@H:53]2[C@@H:48]([NH:49][C:50]([NH:52]2)=[O:51])[CH2:47][S:46]1.